Dataset: Cav3 T-type calcium channel HTS with 100,875 compounds. Task: Binary Classification. Given a drug SMILES string, predict its activity (active/inactive) in a high-throughput screening assay against a specified biological target. (1) The drug is Fc1c(=O)n(CCC(C)C)c(=O)n(Cc2cc([N+]([O-])=O)c(OC)cc2)c1. The result is 0 (inactive). (2) The compound is s1c2c(n(Cc3occc3)c1=S)nc(SCC(=O)N(CC)CC)n(c2=O)c1ccccc1. The result is 0 (inactive). (3) The drug is S(=O)(=O)(NNC(=O)c1ccc(O)cc1)c1c([N+]([O-])=O)cccc1. The result is 0 (inactive). (4) The drug is O=c1n(c(c2c([nH]1)ccc(c2)CC)=C)c1ccc(cc1)C. The result is 0 (inactive). (5) The molecule is O=C(N1CCC(CC1)c1nc2n([nH]nc2c(=O)n1)Cc1occc1)c1ccccc1. The result is 0 (inactive).